The task is: Predict which catalyst facilitates the given reaction.. This data is from Catalyst prediction with 721,799 reactions and 888 catalyst types from USPTO. (1) Reactant: [Cl:1][C:2]1[CH:7]=[CH:6][C:5]([C:8]2([CH2:11][C:12]([O:14][C:15]([CH3:18])([CH3:17])[CH3:16])=[O:13])[CH2:10][CH2:9]2)=[CH:4][C:3]=1[N:19](CC1C=CC=CC=1)CC1C=CC=CC=1. Product: [NH2:19][C:3]1[CH:4]=[C:5]([C:8]2([CH2:11][C:12]([O:14][C:15]([CH3:18])([CH3:17])[CH3:16])=[O:13])[CH2:9][CH2:10]2)[CH:6]=[CH:7][C:2]=1[Cl:1]. The catalyst class is: 78. (2) Reactant: [O:1]=[C:2]1[CH2:9][C:6]([CH3:8])([CH3:7])[CH2:5][C:4]([CH3:10])=[CH:3]1.[O-]CC.[Na+].[CH2:15]([N:19]([CH2:30][CH2:31][CH2:32][CH3:33])[C:20]1[CH:27]=[CH:26][C:23]([CH:24]=O)=[C:22]([O:28][CH3:29])[CH:21]=1)[CH2:16][CH2:17][CH3:18].C(OCC)(=O)C. Product: [CH2:15]([N:19]([CH2:30][CH2:31][CH2:32][CH3:33])[C:20]1[CH:27]=[CH:26][C:23]([CH:24]=[CH:10][C:4]2[CH2:5][C:6]([CH3:8])([CH3:7])[CH2:9][C:2](=[O:1])[CH:3]=2)=[C:22]([O:28][CH3:29])[CH:21]=1)[CH2:16][CH2:17][CH3:18]. The catalyst class is: 7. (3) The catalyst class is: 9. Product: [CH3:1][C:2]1[CH:3]=[CH:4][C:5]([C:21]([NH:23][C:24]2[CH:25]=[C:26]([C:36]([F:38])([F:39])[F:37])[CH:27]=[C:28]([N:30]3[CH:34]=[N:33][C:32]([CH3:35])=[CH:31]3)[CH:29]=2)=[O:22])=[CH:6][C:7]=1[NH:8][C:9]1[N:10]=[CH:11][CH:12]=[C:13]([C:15]2[CH:16]=[CH:17][CH:18]=[N:19][CH:20]=2)[N:14]=1.[C:45]([C@@H:43]([C@H:41]([C:40]([O-:49])=[O:48])[OH:42])[OH:44])([O-:47])=[O:46]. Reactant: [CH3:1][C:2]1[CH:3]=[CH:4][C:5]([C:21]([NH:23][C:24]2[CH:25]=[C:26]([C:36]([F:39])([F:38])[F:37])[CH:27]=[C:28]([N:30]3[CH:34]=[N:33][C:32]([CH3:35])=[CH:31]3)[CH:29]=2)=[O:22])=[CH:6][C:7]=1[NH:8][C:9]1[N:10]=[CH:11][CH:12]=[C:13]([C:15]2[CH:16]=[CH:17][CH:18]=[N:19][CH:20]=2)[N:14]=1.[C:40]([OH:49])(=[O:48])[C@@H:41]([C@H:43]([C:45]([OH:47])=[O:46])[OH:44])[OH:42]. (4) Reactant: [Cl:1][C:2]1[CH:7]=[C:6]([Cl:8])[CH:5]=[CH:4][C:3]=1[C:9]1[C:10]([N+:16]([O-:18])=[O:17])=[N:11][CH:12]=[C:13](Br)[N:14]=1.[NH2:19][CH2:20][CH2:21][N:22](C)[C:23]1[CH:28]=[CH:27][C:26]([N+:29]([O-:31])=[O:30])=[CH:25][N:24]=1.[CH:33](N(C(C)C)CC)(C)C. Product: [Cl:1][C:2]1[CH:7]=[C:6]([Cl:8])[CH:5]=[CH:4][C:3]=1[C:9]1[N:14]=[C:13]([N:19]([CH3:33])[CH2:20][CH2:21][NH:22][C:23]2[CH:28]=[CH:27][C:26]([N+:29]([O-:31])=[O:30])=[CH:25][N:24]=2)[CH:12]=[N:11][C:10]=1[N+:16]([O-:18])=[O:17]. The catalyst class is: 3. (5) Reactant: [CH2:1]([O:8][CH2:9][CH2:10][CH:11]1[CH2:16][CH2:15][CH:14]([C@H:17]2[CH2:21][CH2:20][CH2:19][N:18]2[C:22]2[C:31]([CH:32]=[O:33])=[CH:30][C:29]3[C:24](=[CH:25][C:26]([F:35])=[C:27]([F:34])[CH:28]=3)[N:23]=2)[CH2:13][CH2:12]1)[C:2]1[CH:7]=[CH:6][CH:5]=[CH:4][CH:3]=1.C(O)C.C1COCC1.[BH4-].[Na+].[NH4+].[Cl-]. Product: [CH2:1]([O:8][CH2:9][CH2:10][CH:11]1[CH2:16][CH2:15][CH:14]([C@H:17]2[CH2:21][CH2:20][CH2:19][N:18]2[C:22]2[C:31]([CH2:32][OH:33])=[CH:30][C:29]3[C:24](=[CH:25][C:26]([F:35])=[C:27]([F:34])[CH:28]=3)[N:23]=2)[CH2:13][CH2:12]1)[C:2]1[CH:7]=[CH:6][CH:5]=[CH:4][CH:3]=1. The catalyst class is: 13. (6) Reactant: [CH2:1]([C:13]1[CH:19]=[CH:18][C:16]([NH2:17])=CC=1)[CH2:2][CH2:3]CCCCCCCCC.[NH:20]1[CH:24]=[CH:23][N:22]=[CH:21]1.C([N:27](CC)CC)C.C(Cl)(=O)C=C. Product: [CH2:13]1[CH2:1][CH2:2][CH2:3][N:17]([CH2:24][CH2:23][N:22]=[C:21]([NH2:27])[NH2:20])[CH2:16][CH2:18][CH2:19]1. The catalyst class is: 1. (7) Reactant: C(OC(=O)NCCCNC(C1N(CC2C=CC=CC=2)C(=O)C2C=CC=NC=2N=1)C(C)C)(C)(C)C.CCN(C(C)C)C(C)C.C1(C)C=CC(C(Cl)=O)=CC=1.C(OC(=O)[NH:60][CH2:61][CH2:62][CH2:63][N:64]([CH:74]([C:78]1[N:79]([CH2:89][C:90]2[CH:95]=[CH:94][CH:93]=[CH:92][CH:91]=2)[C:80](=[O:88])[C:81]2[CH:87]=[CH:86][CH:85]=[N:84][C:82]=2[N:83]=1)[CH:75]([CH3:77])[CH3:76])[C:65](=[O:73])[C:66]1[CH:71]=[CH:70][C:69]([CH3:72])=[CH:68][CH:67]=1)(C)(C)C.C(O)(C(F)(F)F)=O. Product: [NH2:60][CH2:61][CH2:62][CH2:63][N:64]([CH:74]([C:78]1[N:79]([CH2:89][C:90]2[CH:91]=[CH:92][CH:93]=[CH:94][CH:95]=2)[C:80](=[O:88])[C:81]2[CH:87]=[CH:86][CH:85]=[N:84][C:82]=2[N:83]=1)[CH:75]([CH3:76])[CH3:77])[C:65](=[O:73])[C:66]1[CH:71]=[CH:70][C:69]([CH3:72])=[CH:68][CH:67]=1. The catalyst class is: 4. (8) Reactant: [CH2:1]([O:8][C:9]([N:11]1[CH2:16][CH2:15][CH:14]([CH2:17][NH2:18])[CH2:13][CH2:12]1)=[O:10])[C:2]1[CH:7]=[CH:6][CH:5]=[CH:4][CH:3]=1.[C:19]([O:23][C:24](O[C:24]([O:23][C:19]([CH3:22])([CH3:21])[CH3:20])=[O:25])=[O:25])([CH3:22])([CH3:21])[CH3:20]. Product: [CH2:1]([O:8][C:9]([N:11]1[CH2:16][CH2:15][CH:14]([CH2:17][NH:18][C:24]([O:23][C:19]([CH3:22])([CH3:21])[CH3:20])=[O:25])[CH2:13][CH2:12]1)=[O:10])[C:2]1[CH:7]=[CH:6][CH:5]=[CH:4][CH:3]=1. The catalyst class is: 4. (9) Reactant: Br[C:2]1[N:3]=[C:4]2[S:10][C:9]([S:11][CH2:12][C:13]([O:15][CH2:16][CH3:17])=[O:14])=[N:8][C:5]2=[N:6][CH:7]=1.[Br:18][C:19]1[CH:31]=[CH:30][C:29]([F:32])=[CH:28][C:20]=1[O:21][CH:22]1[CH2:27][CH2:26][NH:25][CH2:24][CH2:23]1.CCN(CC)CC. Product: [CH2:16]([O:15][C:13](=[O:14])[CH2:12][S:11][C:9]1[S:10][C:4]2[C:5]([N:8]=1)=[N:6][CH:7]=[C:2]([N:25]1[CH2:24][CH2:23][CH:22]([O:21][C:20]3[CH:28]=[C:29]([F:32])[CH:30]=[CH:31][C:19]=3[Br:18])[CH2:27][CH2:26]1)[N:3]=2)[CH3:17]. The catalyst class is: 18.